From a dataset of Catalyst prediction with 721,799 reactions and 888 catalyst types from USPTO. Predict which catalyst facilitates the given reaction. (1) Reactant: C([O:3][C:4](=[O:18])[CH2:5][C@H:6]1[CH2:11][CH2:10][N:9]2[C:12](=[O:17])[O:13][C:14]([CH3:16])([CH3:15])[C@H:8]2[CH2:7]1)C.[Li+].[OH-]. Product: [O:17]=[C:12]1[N:9]2[CH2:10][CH2:11][C@H:6]([CH2:5][C:4]([OH:18])=[O:3])[CH2:7][C@@H:8]2[C:14]([CH3:16])([CH3:15])[O:13]1. The catalyst class is: 24. (2) Reactant: [N:1]1[CH:6]=[CH:5][CH:4]=[CH:3][C:2]=1[CH:7]1[CH2:16][CH2:15][C:14]2[C:9](=[CH:10][CH:11]=[CH:12][CH:13]=2)[NH:8]1.[CH3:17][O:18][NH:19][C:20](=O)[O:21]C1C=CC([N+]([O-])=O)=CC=1.C(N(CC)C(C)C)(C)C.C(=O)(O)[O-].[Na+]. Product: [CH3:17][O:18][NH:19][C:20]([N:8]1[C:9]2[C:14](=[CH:13][CH:12]=[CH:11][CH:10]=2)[CH2:15][CH2:16][CH:7]1[C:2]1[CH:3]=[CH:4][CH:5]=[CH:6][N:1]=1)=[O:21]. The catalyst class is: 34. (3) Reactant: O[CH:2]=[C:3]1[C:11]2[C:6](=[CH:7][C:8]([C:12]([C:14]3[CH:15]=[C:16]([NH:20][C:21](=[O:23])[CH3:22])[CH:17]=[CH:18][CH:19]=3)=[O:13])=[CH:9][CH:10]=2)[NH:5][C:4]1=[O:24].[NH2:25][C:26]1[CH:27]=[CH:28][C:29]([CH3:33])=[C:30]([OH:32])[CH:31]=1. Product: [OH:32][C:30]1[CH:31]=[C:26]([NH:25][CH:2]=[C:3]2[C:11]3[C:6](=[CH:7][C:8]([C:12]([C:14]4[CH:15]=[C:16]([NH:20][C:21](=[O:23])[CH3:22])[CH:17]=[CH:18][CH:19]=4)=[O:13])=[CH:9][CH:10]=3)[NH:5][C:4]2=[O:24])[CH:27]=[CH:28][C:29]=1[CH3:33]. The catalyst class is: 1. (4) Reactant: C[O:2][C:3](=O)[CH2:4][NH:5][C:6]1[CH:11]=[CH:10][CH:9]=[CH:8][C:7]=1[N+:12]([O-])=O. Product: [NH:12]1[C:7]2[C:6](=[CH:11][CH:10]=[CH:9][CH:8]=2)[NH:5][CH2:4][C:3]1=[O:2]. The catalyst class is: 407. (5) Product: [Br:45][CH2:20][C:19]([C:12]1[CH:13]=[CH:14][CH:15]=[C:16]2[C:11]=1[N:10]=[C:9]([C:7]([N:1]1[CH2:6][CH2:5][O:4][CH2:3][CH2:2]1)=[O:8])[CH:18]=[CH:17]2)=[O:21]. The catalyst class is: 168. Reactant: [N:1]1([C:7]([C:9]2[CH:18]=[CH:17][C:16]3[C:11](=[C:12]([C:19](=[O:21])[CH3:20])[CH:13]=[CH:14][CH:15]=3)[N:10]=2)=[O:8])[CH2:6][CH2:5][O:4][CH2:3][CH2:2]1.[Si](OS(C(F)(F)F)(=O)=O)(C(C)(C)C)(C)C.O.C1C(=O)N([Br:45])C(=O)C1. (6) Reactant: C(=O)([O-])[O-].[K+].[K+].[C:7]([N:10]1[CH2:28][CH2:27][C:13]2([N:17]([C:18]3[CH:23]=[CH:22][C:21]([CH3:24])=[CH:20][CH:19]=3)[C:16](=[O:25])[NH:15][C:14]2=[O:26])[CH2:12][CH2:11]1)(=[O:9])[CH3:8].Cl[CH2:30][C:31]([NH:33][C:34]1[C:39]([CH:40]([CH3:42])[CH3:41])=[CH:38][CH:37]=[CH:36][C:35]=1[CH:43]([CH3:45])[CH3:44])=[O:32].O. Product: [C:7]([N:10]1[CH2:11][CH2:12][C:13]2([N:17]([C:18]3[CH:23]=[CH:22][C:21]([CH3:24])=[CH:20][CH:19]=3)[C:16](=[O:25])[N:15]([CH2:30][C:31]([NH:33][C:34]3[C:39]([CH:40]([CH3:41])[CH3:42])=[CH:38][CH:37]=[CH:36][C:35]=3[CH:43]([CH3:45])[CH3:44])=[O:32])[C:14]2=[O:26])[CH2:27][CH2:28]1)(=[O:9])[CH3:8]. The catalyst class is: 9.